This data is from Full USPTO retrosynthesis dataset with 1.9M reactions from patents (1976-2016). The task is: Predict the reactants needed to synthesize the given product. (1) Given the product [CH3:19][O:18][C@@H:5]([CH2:6][C:7]1[CH:8]=[CH:9][C:10]([O:13][CH2:14][C:15](=[O:17])[NH:33][CH:31]([C:21]2[C:30]3[C:25](=[CH:26][CH:27]=[CH:28][CH:29]=3)[CH:24]=[CH:23][CH:22]=2)[CH3:32])=[CH:11][CH:12]=1)[C:4]([OH:3])=[O:20], predict the reactants needed to synthesize it. The reactants are: C([O:3][C:4](=[O:20])[C@@H:5]([O:18][CH3:19])[CH2:6][C:7]1[CH:12]=[CH:11][C:10]([O:13][CH2:14][C:15]([OH:17])=O)=[CH:9][CH:8]=1)C.[C:21]1([CH:31]([NH2:33])[CH3:32])[C:30]2[C:25](=[CH:26][CH:27]=[CH:28][CH:29]=2)[CH:24]=[CH:23][CH:22]=1.C(O[C@@H](CC1C=CC(O[C@@H](C(=O)NCCC2C=CC(OC3C=CC=CC=3)=CC=2)C)=CC=1)C(O)=O)C. (2) Given the product [Br:1][C:2]1[C:3](=[O:8])[O:4][CH2:5][C:6]=1[N:15]1[CH2:20][CH2:19][O:18][CH2:17][CH2:16]1, predict the reactants needed to synthesize it. The reactants are: [Br:1][C:2]1[C:3](=[O:8])[O:4][CH2:5][C:6]=1Br.C([O-])([O-])=O.[Cs+].[Cs+].[NH:15]1[CH2:20][CH2:19][O:18][CH2:17][CH2:16]1. (3) Given the product [Cl:14][C:10]1[N:9]=[C:8]([C:6]2[N:5]=[CH:4][N:3]=[C:2]([NH:15][CH:16]3[CH2:17][CH2:18][O:19][CH2:22][CH2:20]3)[N:7]=2)[CH:13]=[CH:12][N:11]=1, predict the reactants needed to synthesize it. The reactants are: Cl[C:2]1[N:7]=[C:6]([C:8]2[CH:13]=[CH:12][N:11]=[C:10]([Cl:14])[N:9]=2)[N:5]=[CH:4][N:3]=1.[NH2:15][CH:16]1[CH2:20][O:19][CH2:18][CH2:17]1.O1CCC[CH2:22]1. (4) Given the product [CH:1]([C:3]1[CH:11]=[CH:10][C:6]([C:7]([Cl:14])=[O:8])=[CH:5][CH:4]=1)=[CH2:2], predict the reactants needed to synthesize it. The reactants are: [CH:1]([C:3]1[CH:11]=[CH:10][C:6]([C:7](O)=[O:8])=[CH:5][CH:4]=1)=[CH2:2].S(Cl)([Cl:14])=O. (5) Given the product [N+:11]([C:14]1[CH:19]=[CH:18][C:17]([C:2]2[CH:3]=[CH:4][C:5]([C:8](=[O:10])[CH3:9])=[N:6][CH:7]=2)=[CH:16][CH:15]=1)([O-:13])=[O:12], predict the reactants needed to synthesize it. The reactants are: Br[C:2]1[CH:3]=[CH:4][C:5]([C:8](=[O:10])[CH3:9])=[N:6][CH:7]=1.[N+:11]([C:14]1[CH:19]=[CH:18][C:17](B(O)O)=[CH:16][CH:15]=1)([O-:13])=[O:12].C([O-])([O-])=O.[Na+].[Na+]. (6) Given the product [Cl:1][C:2]1[CH:3]=[C:4]([C:5]2[O:7][N:49]=[C:50]([C:51]3[CH:52]=[C:53]4[C:57](=[CH:58][C:59]=3[CH3:60])[N:56]([CH2:61][CH2:62][CH2:63][C:64]([O:66][CH2:67][CH3:68])=[O:65])[N:55]=[CH:54]4)[N:69]=2)[CH:8]=[CH:9][C:10]=1[O:11][CH:12]([CH3:14])[CH3:13], predict the reactants needed to synthesize it. The reactants are: [Cl:1][C:2]1[CH:3]=[C:4]([CH:8]=[CH:9][C:10]=1[O:11][CH:12]([CH3:14])[CH3:13])[C:5]([OH:7])=O.CN(C(ON1N=NC2C=CC=NC1=2)=[N+](C)C)C.F[P-](F)(F)(F)(F)F.CCN(C(C)C)C(C)C.O[NH:49][C:50](=[NH:69])[C:51]1[CH:52]=[C:53]2[C:57](=[CH:58][C:59]=1[CH3:60])[N:56]([CH2:61][CH2:62][CH2:63][C:64]([O:66][CH2:67][CH3:68])=[O:65])[N:55]=[CH:54]2. (7) Given the product [C:1]([O:5][C:6](=[O:21])[NH:7][C:8]1[CH:13]=[CH:12][CH:11]=[C:10]([CH2:14][CH:15]2[CH:19]([OH:20])[CH2:18][N:17]([CH2:13][CH2:8][NH:7][C:22]([O:25][C:1]([CH3:4])([CH3:3])[CH3:2])=[O:23])[CH2:16]2)[N:9]=1)([CH3:4])([CH3:2])[CH3:3], predict the reactants needed to synthesize it. The reactants are: [C:1]([O:5][C:6](=[O:21])[NH:7][C:8]1[CH:13]=[CH:12][CH:11]=[C:10]([CH2:14][CH:15]2[CH:19]([OH:20])[CH2:18][NH:17][CH2:16]2)[N:9]=1)([CH3:4])([CH3:3])[CH3:2].[C:22]([O-:25])([O-])=[O:23].[K+].[K+].